This data is from Forward reaction prediction with 1.9M reactions from USPTO patents (1976-2016). The task is: Predict the product of the given reaction. (1) Given the reactants Br[C:2]1[CH:3]=[N:4][C:5]2[N:6]([CH:8]=[C:9]([CH2:11][O:12][C:13]3[CH:18]=[CH:17][N:16]=[C:15]([F:19])[CH:14]=3)[N:10]=2)[CH:7]=1.[F:20][C:21]1[CH:26]=[CH:25][C:24](B(O)O)=[C:23]([CH2:30][OH:31])[CH:22]=1, predict the reaction product. The product is: [F:20][C:21]1[CH:26]=[CH:25][C:24]([C:2]2[CH:3]=[N:4][C:5]3[N:6]([CH:8]=[C:9]([CH2:11][O:12][C:13]4[CH:18]=[CH:17][N:16]=[C:15]([F:19])[CH:14]=4)[N:10]=3)[CH:7]=2)=[C:23]([CH2:30][OH:31])[CH:22]=1. (2) Given the reactants CC(C[AlH]CC(C)C)C.[F:10][C:11]1[CH:16]=[CH:15][C:14]([C:17]2[CH:22]=[CH:21][N:20]=[C:19]([C:23](OC)=[O:24])[N:18]=2)=[CH:13][CH:12]=1, predict the reaction product. The product is: [F:10][C:11]1[CH:12]=[CH:13][C:14]([C:17]2[CH:22]=[CH:21][N:20]=[C:19]([CH:23]=[O:24])[N:18]=2)=[CH:15][CH:16]=1.